From a dataset of Forward reaction prediction with 1.9M reactions from USPTO patents (1976-2016). Predict the product of the given reaction. (1) Given the reactants [Br:1][C:2]1[CH:3]=[C:4]([N+:10]([O-])=O)[C:5]([O:8][CH3:9])=[N:6][CH:7]=1.Cl, predict the reaction product. The product is: [Br:1][C:2]1[CH:3]=[C:4]([NH2:10])[C:5]([O:8][CH3:9])=[N:6][CH:7]=1. (2) The product is: [Cl:39][C:23]1[S:22][C:21]([C:18]2[CH:17]=[CH:16][C:15]([C:12]3[CH:11]=[CH:10][C:9]([C:6]4([C:4]([OH:5])=[O:3])[CH2:8][CH2:7]4)=[CH:14][CH:13]=3)=[CH:20][CH:19]=2)=[C:25]([NH:26][C:27]([O:29][C@@H:30]([C:32]2[CH:37]=[CH:36][CH:35]=[CH:34][C:33]=2[F:38])[CH3:31])=[O:28])[CH:24]=1. Given the reactants C([O:3][C:4]([C:6]1([C:9]2[CH:14]=[CH:13][C:12]([C:15]3[CH:20]=[CH:19][C:18]([C:21]4[S:22][C:23]([Cl:39])=[CH:24][C:25]=4[NH:26][C:27]([O:29][C@@H:30]([C:32]4[CH:37]=[CH:36][CH:35]=[CH:34][C:33]=4[F:38])[CH3:31])=[O:28])=[CH:17][CH:16]=3)=[CH:11][CH:10]=2)[CH2:8][CH2:7]1)=[O:5])C.[OH-].[Na+].Cl, predict the reaction product.